From a dataset of Reaction yield outcomes from USPTO patents with 853,638 reactions. Predict the reaction yield, written as a fraction of the theoretical maximum amount of product (1.0 means a 100% yield; for example, 0.34 means a 34% yield). (1) The reactants are [Cl:1][C:2]1[N:7]=[C:6](Cl)[CH:5]=[C:4]([CH3:9])[N:3]=1.[NH2:10][C:11]1[CH:16]=[CH:15][C:14]([CH3:17])=[CH:13][CH:12]=1.C(N(CC)CC)C. The catalyst is C(#N)C. The product is [Cl:1][C:2]1[N:7]=[C:6]([NH:10][C:11]2[CH:16]=[CH:15][C:14]([CH3:17])=[CH:13][CH:12]=2)[CH:5]=[C:4]([CH3:9])[N:3]=1. The yield is 0.630. (2) The reactants are C([N:8](CC1C=CC=CC=1)[C:9]1[N:17]=[CH:16][N:15]=[C:14]2[C:10]=1[NH:11][C:12](=[O:33])[N:13]2[C:18]1[CH:23]=[CH:22][C:21]([N:24]([CH3:32])[C:25](=[O:31])[O:26][C:27]([CH3:30])([CH3:29])[CH3:28])=[CH:20][CH:19]=1)C1C=CC=CC=1.Cl. The catalyst is CO.[OH-].[OH-].[Pd+2]. The product is [NH2:8][C:9]1[N:17]=[CH:16][N:15]=[C:14]2[C:10]=1[NH:11][C:12](=[O:33])[N:13]2[C:18]1[CH:19]=[CH:20][C:21]([N:24]([CH3:32])[C:25](=[O:31])[O:26][C:27]([CH3:28])([CH3:29])[CH3:30])=[CH:22][CH:23]=1. The yield is 1.00. (3) The reactants are [NH2:1][C:2]1[CH:6]=[CH:5][S:4][C:3]=1[C:7]([O:9]C)=O.[N:11]1[CH:16]=[CH:15][CH:14]=[CH:13][C:12]=1[C:17]#[N:18].CC(C)([O-])C.[K+]. The catalyst is O1CCCC1. The product is [N:11]1[CH:16]=[CH:15][CH:14]=[CH:13][C:12]=1[C:17]1[N:18]=[C:7]([OH:9])[C:3]2[S:4][CH:5]=[CH:6][C:2]=2[N:1]=1. The yield is 0.670. (4) The reactants are [C:1]([O:5][C:6](=[O:22])[NH:7][C@H:8]([C:19](=[S:21])[NH2:20])[CH2:9][C:10]1[CH:15]=[CH:14][C:13]([N+:16]([O-:18])=[O:17])=[CH:12][CH:11]=1)([CH3:4])([CH3:3])[CH3:2].Br[CH2:24][C:25]([C:27]1[CH:32]=[CH:31][CH:30]=[CH:29][CH:28]=1)=O.N1C=CC=CC=1.CC(OC(OC(OC(C)(C)C)=O)=O)(C)C. The catalyst is CC#N.C(OCC)C. The product is [C:1]([O:5][C:6](=[O:22])[NH:7][C@H:8]([C:19]1[S:21][CH:24]=[C:25]([C:27]2[CH:32]=[CH:31][CH:30]=[CH:29][CH:28]=2)[N:20]=1)[CH2:9][C:10]1[CH:15]=[CH:14][C:13]([N+:16]([O-:18])=[O:17])=[CH:12][CH:11]=1)([CH3:4])([CH3:2])[CH3:3]. The yield is 0.390. (5) The reactants are [CH2:1]([O:3][C:4]([C:6]1[CH:7]=[N:8][C:9]2[C:14]([C:15]=1Cl)=[CH:13][CH:12]=[CH:11][C:10]=2[O:17][CH3:18])=[O:5])[CH3:2].[CH3:19][C:20]([CH3:24])([CH3:23])[CH2:21][NH2:22]. No catalyst specified. The product is [CH2:1]([O:3][C:4]([C:6]1[CH:7]=[N:8][C:9]2[C:14]([C:15]=1[NH:22][CH2:21][C:20]([CH3:24])([CH3:23])[CH3:19])=[CH:13][CH:12]=[CH:11][C:10]=2[O:17][CH3:18])=[O:5])[CH3:2]. The yield is 1.00. (6) The reactants are [C:1]([C:3]1[CH:8]=[C:7]([F:9])[C:6]([N+:10]([O-])=O)=[CH:5][C:4]=1[CH2:13][C:14]([O:16][CH2:17][CH3:18])=[O:15])#[CH:2].CCOC(C)=O. The catalyst is CO.[Pd]. The product is [NH2:10][C:6]1[C:7]([F:9])=[CH:8][C:3]([CH2:1][CH3:2])=[C:4]([CH2:13][C:14]([O:16][CH2:17][CH3:18])=[O:15])[CH:5]=1. The yield is 0.930. (7) The reactants are [OH:1][CH2:2][C:3]1[CH:4]=[C:5]([C:9]2[C:14]([CH3:15])=[CH:13][C:12]([OH:16])=[CH:11][C:10]=2[CH3:17])[CH:6]=[CH:7][CH:8]=1.[CH2:18]([S:20][CH2:21][CH2:22]Cl)[CH3:19].C(=O)([O-])[O-].[K+].[K+].[I-].[K+]. The catalyst is CN(C)C=O.O. The product is [CH2:18]([S:20][CH2:21][CH2:22][O:16][C:12]1[CH:11]=[C:10]([CH3:17])[C:9]([C:5]2[CH:6]=[CH:7][CH:8]=[C:3]([CH2:2][OH:1])[CH:4]=2)=[C:14]([CH3:15])[CH:13]=1)[CH3:19]. The yield is 0.470. (8) The reactants are [Cl:1][C:2]1[CH:7]=[CH:6][C:5]([C:8]2[CH:9]=[N:10][CH:11]=[C:12]3[C:17]=2[N:16]=[C:15]([C:18]([OH:20])=O)[CH:14]=[CH:13]3)=[CH:4][CH:3]=1.C(N(CC)C(C)C)(C)C.F[P-](F)(F)(F)(F)F.N1(OC(N(C)C)=[N+](C)C)C2N=CC=CC=2N=N1.[CH3:54][S:55]([NH:58][NH2:59])(=[O:57])=[O:56]. The catalyst is CN(C)C=O. The product is [Cl:1][C:2]1[CH:3]=[CH:4][C:5]([C:8]2[CH:9]=[N:10][CH:11]=[C:12]3[C:17]=2[N:16]=[C:15]([C:18]([NH:59][NH:58][S:55]([CH3:54])(=[O:57])=[O:56])=[O:20])[CH:14]=[CH:13]3)=[CH:6][CH:7]=1. The yield is 0.0100.